Dataset: Catalyst prediction with 721,799 reactions and 888 catalyst types from USPTO. Task: Predict which catalyst facilitates the given reaction. (1) Reactant: [C:1]([O:5][C:6]([N:8]1[CH2:13][CH2:12][CH:11]([C:14]([OH:16])=O)[CH2:10][CH2:9]1)=[O:7])([CH3:4])([CH3:3])[CH3:2].CCN(CC)CC.C(OC(Cl)=O)C(C)C.O[NH:33][C:34](=[NH:47])[CH2:35][O:36][C:37]1[CH:42]=[CH:41][C:40]([S:43]([CH3:46])(=[O:45])=[O:44])=[CH:39][CH:38]=1. Product: [C:1]([O:5][C:6]([N:8]1[CH2:9][CH2:10][CH:11]([C:14]2[O:16][N:47]=[C:34]([CH2:35][O:36][C:37]3[CH:38]=[CH:39][C:40]([S:43]([CH3:46])(=[O:45])=[O:44])=[CH:41][CH:42]=3)[N:33]=2)[CH2:12][CH2:13]1)=[O:7])([CH3:2])([CH3:3])[CH3:4]. The catalyst class is: 11. (2) Reactant: Cl[C:2]1[CH:7]=[CH:6][C:5]([C:8]2[C:9]3[C:14]([C:15]([C:22]4[CH:27]=[CH:26][C:25]([C:28]5[CH:33]=[CH:32][CH:31]=[CH:30][CH:29]=5)=[C:24]([C:34]5[CH:39]=[CH:38][CH:37]=[CH:36][CH:35]=5)[CH:23]=4)=[C:16]4[C:21]=2[CH:20]=[CH:19][CH:18]=[CH:17]4)=[CH:13][CH:12]=[CH:11][CH:10]=3)=[CH:4][CH:3]=1.[C:40]1([NH:46][C:47]2[CH:52]=[CH:51][CH:50]=[CH:49][CH:48]=2)[CH:45]=[CH:44][CH:43]=[CH:42][CH:41]=1.C(P(C(C)(C)C)C(C)(C)C)(C)(C)C.CC(C)([O-])C.[Na+]. Product: [C:47]1([N:46]([C:40]2[CH:41]=[CH:42][CH:43]=[CH:44][CH:45]=2)[C:2]2[CH:7]=[CH:6][C:5]([C:8]3[C:9]4[C:14]([C:15]([C:22]5[CH:27]=[CH:26][C:25]([C:28]6[CH:33]=[CH:32][CH:31]=[CH:30][CH:29]=6)=[C:24]([C:34]6[CH:39]=[CH:38][CH:37]=[CH:36][CH:35]=6)[CH:23]=5)=[C:16]5[C:21]=3[CH:20]=[CH:19][CH:18]=[CH:17]5)=[CH:13][CH:12]=[CH:11][CH:10]=4)=[CH:4][CH:3]=2)[CH:48]=[CH:49][CH:50]=[CH:51][CH:52]=1. The catalyst class is: 101. (3) Reactant: [ClH:1].C(OC([NH:9][CH2:10][C@H:11]1[CH2:16][CH2:15][C@H:14]([C:17]([NH:19][C@H:20]([C:40]([NH:42][C:43]2[CH:48]=[CH:47][C:46]([C:49]3[N:53]=[C:52]([C:54]([F:62])([F:61])[C:55]([F:60])([F:59])[C:56]([OH:58])=[O:57])[NH:51][N:50]=3)=[CH:45][CH:44]=2)=[O:41])[CH2:21][C:22]2[CH:27]=[CH:26][CH:25]=[C:24]([C:28]3[CH:29]=[N:30][C:31]([N:34]4[CH2:39][CH2:38][O:37][CH2:36][CH2:35]4)=[N:32][CH:33]=3)[CH:23]=2)=[O:18])[CH2:13][CH2:12]1)=O)(C)(C)C.C(#N)C. Product: [ClH:1].[NH2:9][CH2:10][C@H:11]1[CH2:16][CH2:15][C@H:14]([C:17]([NH:19][C@H:20]([C:40]([NH:42][C:43]2[CH:48]=[CH:47][C:46]([C:49]3[N:53]=[C:52]([C:54]([F:61])([F:62])[C:55]([F:59])([F:60])[C:56]([OH:58])=[O:57])[NH:51][N:50]=3)=[CH:45][CH:44]=2)=[O:41])[CH2:21][C:22]2[CH:27]=[CH:26][CH:25]=[C:24]([C:28]3[CH:33]=[N:32][C:31]([N:34]4[CH2:35][CH2:36][O:37][CH2:38][CH2:39]4)=[N:30][CH:29]=3)[CH:23]=2)=[O:18])[CH2:13][CH2:12]1. The catalyst class is: 346. (4) Reactant: Br[C:2]1[N:3]=[C:4]2[C:10]([C:11](=[O:16])[C:12]([CH3:15])([CH3:14])[CH3:13])=[CH:9][N:8]([CH2:17][O:18][CH2:19][CH2:20][Si:21]([CH3:24])([CH3:23])[CH3:22])[C:5]2=[N:6][CH:7]=1.C(=O)([O-])[O-].[K+].[K+].N1CCC[C@H]1C(O)=O.[NH2:39][C:40]1[CH:45]=[CH:44][CH:43]=[CH:42][CH:41]=1. Product: [CH3:13][C:12]([CH3:15])([CH3:14])[C:11]([C:10]1[C:4]2[C:5](=[N:6][CH:7]=[C:2]([NH:39][C:40]3[CH:45]=[CH:44][CH:43]=[CH:42][CH:41]=3)[N:3]=2)[N:8]([CH2:17][O:18][CH2:19][CH2:20][Si:21]([CH3:24])([CH3:23])[CH3:22])[CH:9]=1)=[O:16]. The catalyst class is: 156.